From a dataset of HIV replication inhibition screening data with 41,000+ compounds from the AIDS Antiviral Screen. Binary Classification. Given a drug SMILES string, predict its activity (active/inactive) in a high-throughput screening assay against a specified biological target. The drug is Cc1ccsc1C(=S)Nc1ccc(Cl)c(C=NOC(C)(C)C)c1. The result is 1 (active).